Task: Regression. Given a peptide amino acid sequence and an MHC pseudo amino acid sequence, predict their binding affinity value. This is MHC class I binding data.. Dataset: Peptide-MHC class I binding affinity with 185,985 pairs from IEDB/IMGT The peptide sequence is SAEPVPLQL. The MHC is HLA-A11:01 with pseudo-sequence HLA-A11:01. The binding affinity (normalized) is 0.